The task is: Predict which catalyst facilitates the given reaction.. This data is from Catalyst prediction with 721,799 reactions and 888 catalyst types from USPTO. Reactant: [F:1][C:2]1[C:10]2[N:9]=[C:8]([S:11]([CH3:14])(=[O:13])=[O:12])[NH:7][C:6]=2[CH:5]=[C:4]([F:15])[C:3]=1[C:16]1[CH:21]=[CH:20][C:19]([C:22]2[CH:27]=[CH:26][C:25]([C:28]([O:30][CH3:31])=[O:29])=[CH:24][CH:23]=2)=[CH:18][CH:17]=1.C(=O)([O-])[O-].[K+].[K+].[CH2:38](Br)[CH:39]=[CH2:40]. Product: [CH2:40]([N:7]1[C:6]2[CH:5]=[C:4]([F:15])[C:3]([C:16]3[CH:17]=[CH:18][C:19]([C:22]4[CH:27]=[CH:26][C:25]([C:28]([O:30][CH3:31])=[O:29])=[CH:24][CH:23]=4)=[CH:20][CH:21]=3)=[C:2]([F:1])[C:10]=2[N:9]=[C:8]1[S:11]([CH3:14])(=[O:13])=[O:12])[CH:39]=[CH2:38]. The catalyst class is: 49.